From a dataset of Forward reaction prediction with 1.9M reactions from USPTO patents (1976-2016). Predict the product of the given reaction. (1) Given the reactants [C:1]([O:5][C:6]([N:8]1[CH2:13][CH2:12][CH:11]([CH:14]2[O:23][C:17]3=[CH:18][N:19]=[C:20](Cl)[CH:21]=[C:16]3[CH2:15]2)[CH2:10][CH2:9]1)=[O:7])([CH3:4])([CH3:3])[CH3:2].[CH3:24][O:25][C:26]1[CH:31]=[C:30](B(O)O)[CH:29]=[CH:28][N:27]=1, predict the reaction product. The product is: [C:1]([O:5][C:6]([N:8]1[CH2:13][CH2:12][CH:11]([CH:14]2[O:23][C:17]3=[CH:18][N:19]=[C:20]([C:30]4[CH:29]=[CH:28][N:27]=[C:26]([O:25][CH3:24])[CH:31]=4)[CH:21]=[C:16]3[CH2:15]2)[CH2:10][CH2:9]1)=[O:7])([CH3:4])([CH3:3])[CH3:2]. (2) The product is: [NH2:8][C:7]1[C:6](=[O:11])[N:5]2[CH:12]=[CH:13][CH:14]=[C:15]([CH3:16])[C:4]2=[N:3][C:2]=1[Cl:1]. Given the reactants [Cl:1][C:2]1[N:3]=[C:4]2[C:15]([CH3:16])=[CH:14][CH:13]=[CH:12][N:5]2[C:6](=[O:11])[C:7]=1[N+:8]([O-])=O.[Cl-].[Cl-].[Ca+2].O, predict the reaction product.